From a dataset of Reaction yield outcomes from USPTO patents with 853,638 reactions. Predict the reaction yield, written as a fraction of the theoretical maximum amount of product (1.0 means a 100% yield; for example, 0.34 means a 34% yield). (1) The reactants are [CH2:1]([Zn]CC)C.ClCI.[Si:9]([O:16][CH2:17][CH2:18][C:19](=[CH2:22])[CH2:20][OH:21])([C:12]([CH3:15])([CH3:14])[CH3:13])([CH3:11])[CH3:10].[NH4+].[Cl-]. The catalyst is C(Cl)Cl. The product is [Si:9]([O:16][CH2:17][CH2:18][C:19]1([CH2:20][OH:21])[CH2:1][CH2:22]1)([C:12]([CH3:15])([CH3:14])[CH3:13])([CH3:10])[CH3:11]. The yield is 0.970. (2) The reactants are C([NH:5][S:6]([C:9]1[S:10][C:11]([C:14]2[N:19]=[C:18]([NH:20][C:21]3[CH:25]=[C:24]([CH:26]4[CH2:28][CH2:27]4)[NH:23][N:22]=3)[C:17]([CH2:29][CH2:30][CH2:31][OH:32])=[CH:16][N:15]=2)=[CH:12][CH:13]=1)(=[O:8])=[O:7])(C)(C)C.C([O-])([O-])=O.[K+].[K+]. The catalyst is C(O)(C(F)(F)F)=O.CO. The product is [CH:26]1([C:24]2[NH:23][N:22]=[C:21]([NH:20][C:18]3[C:17]([CH2:29][CH2:30][CH2:31][OH:32])=[CH:16][N:15]=[C:14]([C:11]4[S:10][C:9]([S:6]([NH2:5])(=[O:8])=[O:7])=[CH:13][CH:12]=4)[N:19]=3)[CH:25]=2)[CH2:28][CH2:27]1. The yield is 0.667.